Dataset: Catalyst prediction with 721,799 reactions and 888 catalyst types from USPTO. Task: Predict which catalyst facilitates the given reaction. (1) Reactant: [NH2:1][C@H:2]1[CH2:6][CH2:5][C@@H:4]([C:7]([OH:9])=[O:8])[CH2:3]1.F[C:11]1[CH:18]=[CH:17][C:14]([C:15]#[N:16])=[CH:13][C:12]=1[CH3:19].C(=O)([O-])[O-].[K+].[K+]. Product: [C:15]([C:14]1[CH:17]=[CH:18][C:11]([NH:1][C@H:2]2[CH2:6][CH2:5][C@@H:4]([C:7]([OH:9])=[O:8])[CH2:3]2)=[C:12]([CH3:19])[CH:13]=1)#[N:16]. The catalyst class is: 58. (2) Reactant: [Cl:1][C:2]1[CH:3]=[CH:4][CH:5]=[C:6]2[C:11]=1[N:10]=[C:9]([C:12]1[CH:17]=[CH:16][CH:15]=[CH:14][N:13]=1)[C:8]([C@@H:18]([NH2:20])[CH3:19])=[CH:7]2.CCN(C(C)C)C(C)C.Cl[C:31]1[C:36]([Cl:37])=[CH:35][N:34]=[C:33]([NH2:38])[N:32]=1. Product: [Cl:37][C:36]1[C:31]([NH:20][C@H:18]([C:8]2[C:9]([C:12]3[CH:17]=[CH:16][CH:15]=[CH:14][N:13]=3)=[N:10][C:11]3[C:6]([CH:7]=2)=[CH:5][CH:4]=[CH:3][C:2]=3[Cl:1])[CH3:19])=[N:32][C:33]([NH2:38])=[N:34][CH:35]=1. The catalyst class is: 51. (3) Reactant: [CH3:1][O:2][C:3]1[N:8]=[C:7]([N:9]2[CH:13]=[C:12]([CH3:14])[N:11]=[C:10]2[CH2:15][CH2:16][C:17]([F:20])([F:19])[F:18])[C:6]([N+:21]([O-])=O)=[CH:5][CH:4]=1.C1COCC1.C([O-])=O.[NH4+]. Product: [CH3:1][O:2][C:3]1[N:8]=[C:7]([N:9]2[CH:13]=[C:12]([CH3:14])[N:11]=[C:10]2[CH2:15][CH2:16][C:17]([F:18])([F:19])[F:20])[C:6]([NH2:21])=[CH:5][CH:4]=1. The catalyst class is: 43. (4) Reactant: [CH2:1]1[C:9]2[C:4](=[CH:5][CH:6]=[CH:7][CH:8]=2)[CH2:3][CH:2]1[C:10](O)=[O:11].[H-].[H-].[H-].[H-].[Li+].[Al+3]. Product: [OH:11][CH2:10][CH:2]1[CH2:3][C:4]2[C:9](=[CH:8][CH:7]=[CH:6][CH:5]=2)[CH2:1]1. The catalyst class is: 1. (5) Reactant: [I-:1].[Na+].CS(O[CH2:8][CH2:9][CH2:10][CH2:11][C:12]1[CH:17]=[CH:16][C:15]([O:18][CH2:19][C:20]2[CH:25]=[CH:24][CH:23]=[CH:22][CH:21]=2)=[CH:14][CH:13]=1)(=O)=O. Product: [I:1][CH2:8][CH2:9][CH2:10][CH2:11][C:12]1[CH:17]=[CH:16][C:15]([O:18][CH2:19][C:20]2[CH:25]=[CH:24][CH:23]=[CH:22][CH:21]=2)=[CH:14][CH:13]=1. The catalyst class is: 21. (6) Reactant: [NH2:1][C:2]1[N:3]=[C:4]([C:18]2[CH:23]=[CH:22][C:21]([F:24])=[CH:20][CH:19]=2)[C:5]2[C:14](=[O:15])[C:13]3[C:8](=[C:9]([CH2:16]Br)[CH:10]=[CH:11][CH:12]=3)[C:6]=2[N:7]=1.[CH3:25][C:26]1[S:27][C:28](B2OC(C)(C)C(C)(C)O2)=[C:29]([CH3:31])[N:30]=1.C([O-])([O-])=O.[K+].[K+]. Product: [NH2:1][C:2]1[N:3]=[C:4]([C:18]2[CH:23]=[CH:22][C:21]([F:24])=[CH:20][CH:19]=2)[C:5]2[C:14](=[O:15])[C:13]3[C:8](=[C:9]([CH2:16][C:28]4[S:27][C:26]([CH3:25])=[N:30][C:29]=4[CH3:31])[CH:10]=[CH:11][CH:12]=3)[C:6]=2[N:7]=1. The catalyst class is: 38. (7) Reactant: [F:1][C:2]1[C:7]([O:8][CH3:9])=[CH:6][C:5]([O:10][CH3:11])=[C:4]([F:12])[C:3]=1[N:13]1[CH2:18][C:17]2[CH:19]=[N:20][C:21]3[NH:25][C:24]([C:26]([OH:28])=O)=[CH:23][C:22]=3[C:16]=2[N:15]([CH3:29])[C:14]1=[O:30].C(N(CC)CC)C.F[P-](F)(F)(F)(F)F.N1(O[P+](N(C)C)(N(C)C)N(C)C)C2C=CC=CC=2N=N1.[CH3:65][N:66]1[CH2:71][CH2:70][NH:69][CH2:68][CH2:67]1. Product: [F:1][C:2]1[C:7]([O:8][CH3:9])=[CH:6][C:5]([O:10][CH3:11])=[C:4]([F:12])[C:3]=1[N:13]1[CH2:18][C:17]2[CH:19]=[N:20][C:21]3[NH:25][C:24]([C:26]([N:69]4[CH2:70][CH2:71][N:66]([CH3:65])[CH2:67][CH2:68]4)=[O:28])=[CH:23][C:22]=3[C:16]=2[N:15]([CH3:29])[C:14]1=[O:30]. The catalyst class is: 405.